From a dataset of Full USPTO retrosynthesis dataset with 1.9M reactions from patents (1976-2016). Predict the reactants needed to synthesize the given product. (1) Given the product [CH3:29][CH:30]1[CH2:38][C:37]2[C:32](=[CH:33][CH:34]=[CH:35][CH:36]=2)[N:31]1[C:23]([C:22]1[CH:26]=[CH:27][N:28]=[C:20]([NH:19][C:15]2[CH:16]=[C:17]3[C:12](=[CH:13][CH:14]=2)[CH2:11][C:3]2([C:4]4[C:5](=[N:6][CH:7]=[CH:8][CH:9]=4)[NH:10][C:2]2=[O:1])[CH2:18]3)[CH:21]=1)=[O:25], predict the reactants needed to synthesize it. The reactants are: [O:1]=[C:2]1[NH:10][C:5]2=[N:6][CH:7]=[CH:8][CH:9]=[C:4]2[C:3]21[CH2:18][C:17]1[C:12](=[CH:13][CH:14]=[C:15]([NH:19][C:20]3[CH:21]=[C:22]([CH:26]=[CH:27][N:28]=3)[C:23]([OH:25])=O)[CH:16]=1)[CH2:11]2.[CH3:29][CH:30]1[CH2:38][C:37]2[C:32](=[CH:33][CH:34]=[CH:35][CH:36]=2)[NH:31]1.CCN(C(C)C)C(C)C.CN(C(ON1N=NC2C=CC=CC1=2)=[N+](C)C)C.[B-](F)(F)(F)F. (2) Given the product [Cl:16][C:17]1[CH:18]=[CH:19][C:20]([O:38][CH2:7][C:6]([O:5][C:1]([CH3:4])([CH3:3])[CH3:2])=[O:9])=[C:21]([C:23]2[CH:24]=[CH:25][C:26]([S:29]([C:32]3[CH:37]=[CH:36][CH:35]=[CH:34][CH:33]=3)(=[O:31])=[O:30])=[CH:27][CH:28]=2)[CH:22]=1, predict the reactants needed to synthesize it. The reactants are: [C:1]([O:5][C:6](=[O:9])[CH2:7]Br)([CH3:4])([CH3:3])[CH3:2].C(=O)([O-])[O-].[K+].[K+].[Cl:16][C:17]1[CH:22]=[C:21]([C:23]2[CH:28]=[CH:27][C:26]([S:29]([C:32]3[CH:37]=[CH:36][CH:35]=[CH:34][CH:33]=3)(=[O:31])=[O:30])=[CH:25][CH:24]=2)[C:20]([OH:38])=[CH:19][CH:18]=1. (3) The reactants are: [F:1][CH:2]([F:23])[O:3][C:4]1[CH:9]=[CH:8][C:7]([C:10](=[O:19])[C:11]([C:13]2[CH:18]=[CH:17][CH:16]=[CH:15][CH:14]=2)=[O:12])=[CH:6][C:5]=1[CH2:20][CH2:21]O.C1(P(C2C=CC=CC=2)C2C=CC=CC=2)C=CC=CC=1.C(Cl)(Cl)(Cl)[Cl:44]. Given the product [Cl:44][CH2:21][CH2:20][C:5]1[CH:6]=[C:7]([C:10](=[O:19])[C:11]([C:13]2[CH:18]=[CH:17][CH:16]=[CH:15][CH:14]=2)=[O:12])[CH:8]=[CH:9][C:4]=1[O:3][CH:2]([F:23])[F:1], predict the reactants needed to synthesize it. (4) Given the product [CH2:1]([S:9]([O:49][CH2:48][C@:14]([OH:13])([CH3:50])[C:15](=[O:47])[C@@H:16]([NH:24][C:25](=[O:46])[C@@H:26]([NH:30][C:31](=[O:45])[C@@H:32]([NH:36][C:37]([C:39]1[S:43][C:42]([CH3:44])=[N:41][CH:40]=1)=[O:38])[CH2:33][O:34][CH3:35])[CH2:27][O:28][CH3:29])[CH2:17][C:18]1[CH:23]=[CH:22][CH:21]=[CH:20][CH:19]=1)(=[O:11])=[O:10])[CH2:2][CH2:3][CH2:4][CH2:5][CH2:6][CH2:7][CH3:8], predict the reactants needed to synthesize it. The reactants are: [CH2:1]([S:9](Cl)(=[O:11])=[O:10])[CH2:2][CH2:3][CH2:4][CH2:5][CH2:6][CH2:7][CH3:8].[OH:13][C@:14]([CH3:50])([CH2:48][OH:49])[C:15](=[O:47])[C@@H:16]([NH:24][C:25](=[O:46])[C@@H:26]([NH:30][C:31](=[O:45])[C@@H:32]([NH:36][C:37]([C:39]1[S:43][C:42]([CH3:44])=[N:41][CH:40]=1)=[O:38])[CH2:33][O:34][CH3:35])[CH2:27][O:28][CH3:29])[CH2:17][C:18]1[CH:23]=[CH:22][CH:21]=[CH:20][CH:19]=1. (5) Given the product [C:27]([C:26]1[CH:29]=[CH:30][C:23]([C:20]2[CH:21]=[CH:22][N:18]([CH2:17][C@H:16]([NH:15][C:12]([C:9]3[NH:10][N:11]=[C:7]([C:4]4[CH:3]=[CH:2][N:1]=[CH:6][CH:5]=4)[CH:8]=3)=[O:14])[CH3:32])[N:19]=2)=[CH:24][C:25]=1[CH3:31])#[N:28], predict the reactants needed to synthesize it. The reactants are: [N:1]1[CH:6]=[CH:5][C:4]([C:7]2[CH2:8][C:9]([C:12]([OH:14])=O)=[N:10][N:11]=2)=[CH:3][CH:2]=1.[NH2:15][C@H:16]([CH3:32])[CH2:17][N:18]1[CH:22]=[CH:21][C:20]([C:23]2[CH:30]=[CH:29][C:26]([C:27]#[N:28])=[C:25]([CH3:31])[CH:24]=2)=[N:19]1. (6) Given the product [CH2:1]1[C:7]2[CH:8]=[CH:9][CH:10]=[CH:11][C:6]=2[CH2:5][CH2:4][CH2:3][N:2]1[C:12]1[CH:21]=[C:20]([CH2:22][CH2:23][C:24]([OH:26])=[O:25])[C:19]2[C:14](=[CH:15][CH:16]=[CH:17][CH:18]=2)[N:13]=1, predict the reactants needed to synthesize it. The reactants are: [CH2:1]1[C:7]2[CH:8]=[CH:9][CH:10]=[CH:11][C:6]=2[CH2:5][CH2:4][CH2:3][N:2]1[C:12]1[CH:21]=[C:20]([CH2:22][CH2:23][C:24]([O:26]C)=[O:25])[C:19]2[C:14](=[CH:15][CH:16]=[CH:17][CH:18]=2)[N:13]=1.[OH-].[Na+].Cl.